Dataset: Catalyst prediction with 721,799 reactions and 888 catalyst types from USPTO. Task: Predict which catalyst facilitates the given reaction. Reactant: [NH2:1][CH:2]([C:11]([OH:13])=[O:12])[CH2:3][C:4]1[CH:9]=[CH:8][C:7]([OH:10])=[CH:6][CH:5]=1. Product: [NH2:1][C@@H:2]([C:11]([OH:13])=[O:12])[CH2:3][C:4]1[CH:5]=[CH:6][C:7]([OH:10])=[CH:8][CH:9]=1. The catalyst class is: 370.